Dataset: Catalyst prediction with 721,799 reactions and 888 catalyst types from USPTO. Task: Predict which catalyst facilitates the given reaction. Product: [NH2:1][C:2]1[C:3]2[N:4]([C:8]([C@H:12]3[CH2:32][N:16]4[C:17](=[O:31])[CH2:18][NH:19][CH2:20][C@H:15]4[CH2:14][CH2:13]3)=[N:9][C:10]=2[Br:11])[CH:5]=[CH:6][N:7]=1. Reactant: [NH2:1][C:2]1[C:3]2[N:4]([C:8]([C@H:12]3[CH2:32][N:16]4[C:17](=[O:31])[CH2:18][N:19](C(OCC5C=CC=CC=5)=O)[CH2:20][C@H:15]4[CH2:14][CH2:13]3)=[N:9][C:10]=2[Br:11])[CH:5]=[CH:6][N:7]=1. The catalyst class is: 844.